Dataset: Full USPTO retrosynthesis dataset with 1.9M reactions from patents (1976-2016). Task: Predict the reactants needed to synthesize the given product. (1) Given the product [Br:1][C:2]1[C:3](=[O:19])[N:4]([CH2:21][C:22]2[CH:31]=[CH:30][C:25]([C:26]([O:28][CH3:29])=[O:27])=[CH:24][CH:23]=2)[C:5]([CH3:18])=[CH:6][C:7]=1[O:8][CH2:9][C:10]1[CH:17]=[CH:16][CH:15]=[CH:14][C:11]=1[C:12]#[N:13], predict the reactants needed to synthesize it. The reactants are: [Br:1][C:2]1[C:3](=[O:19])[NH:4][C:5]([CH3:18])=[CH:6][C:7]=1[O:8][CH2:9][C:10]1[CH:17]=[CH:16][CH:15]=[CH:14][C:11]=1[C:12]#[N:13].Br[CH2:21][C:22]1[CH:31]=[CH:30][C:25]([C:26]([O:28][CH3:29])=[O:27])=[CH:24][CH:23]=1.[H-].[Na+]. (2) The reactants are: [CH3:1][C:2]([C:6]1[CH:11]=[CH:10][C:9]([N+:12]([O-:14])=[O:13])=[CH:8][CH:7]=1)([CH3:5])[CH2:3][OH:4].CC(OI1(OC(C)=O)(OC(C)=O)OC(=O)C2C=CC=CC1=2)=O. Given the product [CH3:5][C:2]([C:6]1[CH:11]=[CH:10][C:9]([N+:12]([O-:14])=[O:13])=[CH:8][CH:7]=1)([CH3:1])[CH:3]=[O:4], predict the reactants needed to synthesize it. (3) Given the product [Cl:28][C:18]1[C:19]2[CH2:24][CH2:23][CH2:22][C:20]=2[N:21]=[C:16]([C:10]2[CH:11]=[CH:12][C:13]([O:14][CH3:15])=[C:8]([Cl:7])[CH:9]=2)[N:17]=1, predict the reactants needed to synthesize it. The reactants are: N1C=CC=NC=1.[Cl:7][C:8]1[CH:9]=[C:10]([C:16]2[NH:17][C:18](=O)[C:19]3[CH2:24][CH2:23][CH2:22][C:20]=3[N:21]=2)[CH:11]=[CH:12][C:13]=1[O:14][CH3:15].P(Cl)(Cl)([Cl:28])=O.